Dataset: Full USPTO retrosynthesis dataset with 1.9M reactions from patents (1976-2016). Task: Predict the reactants needed to synthesize the given product. Given the product [NH:37]([C:10]1[CH:9]=[CH:8][C:7]([CH2:6][C@@H:5]([C:13]([OH:15])=[O:14])[NH2:4])=[CH:12][CH:11]=1)[C:36]([NH2:38])=[NH:35], predict the reactants needed to synthesize it. The reactants are: C([NH:4][CH:5]([C:13]([OH:15])=[O:14])[CH2:6][C:7]1[CH:12]=[CH:11][CH:10]=[CH:9][CH:8]=1)(=N)N.N[C@@H](CCC[N:35]=[C:36]([NH2:38])[NH2:37])C(N[C@@H](CC1C=CC=CC=1)C(O)=O)=O.N[C@@H](CC1C=CC(CN=C(N)N)=CC=1)C(O)=O.NC(CC1C=CC=CC=1)C(NN)=O.N[C@@H](CC1C=CC=CC=1)C(N[C@@H](CCCN=C(N)N)C(NC1C=CC2C(=CC=CC=2)C=1)=O)=O.CC([C@H](NC([C@@H](NC([C@@H](NC([C@@H](NC([C@@H](NC([C@@H](NC([C@@H](N)CCCNC(N)=N)=O)CCCNC(N)=N)=O)CC1C2C=CC=CC=2NC=1)=O)CS)=O)CC1C=CC=CC=1)=O)CCCNC(N)=N)=O)C(N[C@H](C(N[C@H](C(N[C@H](C(NCC(N[C@H](C(N[C@H](C(N[C@H](C(N[C@H](C(N[C@H](C(N[C@H](C(N[C@H](C(N)=O)CCCNC(N)=N)=O)CS)=O)CCCCN)=O)CCCNC(N)=N)=O)CC1C=CC(O)=CC=1)=O)CS)=O)CC1C=CC=CC=1)=O)=O)CCCNC(N)=N)=O)CC1C=CC(O)=CC=1)=O)CS)=O)C.